Predict the reactants needed to synthesize the given product. From a dataset of Full USPTO retrosynthesis dataset with 1.9M reactions from patents (1976-2016). Given the product [Br:18][C:15]1[CH:16]=[CH:17][C:10]2[S:9](=[O:20])(=[O:19])[N:8]([CH2:7][CH2:6][N:33]3[CH2:32][CH2:31][N:30]([C:34]([O:36][C:37]([CH3:39])([CH3:38])[CH3:40])=[O:35])[CH2:29][C:28]3=[O:27])[CH:12]([CH3:13])[C:11]=2[CH:14]=1, predict the reactants needed to synthesize it. The reactants are: CS(O[CH2:6][CH2:7][N:8]1[CH:12]([CH3:13])[C:11]2[CH:14]=[C:15]([Br:18])[CH:16]=[CH:17][C:10]=2[S:9]1(=[O:20])=[O:19])(=O)=O.CC([O-])(C)C.[K+].[O:27]=[C:28]1[NH:33][CH2:32][CH2:31][N:30]([C:34]([O:36][C:37]([CH3:40])([CH3:39])[CH3:38])=[O:35])[CH2:29]1.O.